This data is from NCI-60 drug combinations with 297,098 pairs across 59 cell lines. The task is: Regression. Given two drug SMILES strings and cell line genomic features, predict the synergy score measuring deviation from expected non-interaction effect. (1) Drug 1: C1CCN(CC1)CCOC2=CC=C(C=C2)C(=O)C3=C(SC4=C3C=CC(=C4)O)C5=CC=C(C=C5)O. Drug 2: CC1=C(C=C(C=C1)C(=O)NC2=CC(=CC(=C2)C(F)(F)F)N3C=C(N=C3)C)NC4=NC=CC(=N4)C5=CN=CC=C5. Cell line: SK-MEL-2. Synergy scores: CSS=-0.00100, Synergy_ZIP=3.91, Synergy_Bliss=6.35, Synergy_Loewe=-0.0856, Synergy_HSA=0.296. (2) Drug 1: CC(C)CN1C=NC2=C1C3=CC=CC=C3N=C2N. Drug 2: C1C(C(OC1N2C=NC3=C2NC=NCC3O)CO)O. Cell line: TK-10. Synergy scores: CSS=1.73, Synergy_ZIP=0.450, Synergy_Bliss=3.18, Synergy_Loewe=0.706, Synergy_HSA=1.14. (3) Drug 2: C(CC(=O)O)C(=O)CN.Cl. Synergy scores: CSS=29.4, Synergy_ZIP=-3.29, Synergy_Bliss=-1.79, Synergy_Loewe=-4.70, Synergy_HSA=-0.147. Cell line: COLO 205. Drug 1: CN(CCCl)CCCl.Cl. (4) Drug 1: CN(C)N=NC1=C(NC=N1)C(=O)N. Drug 2: C1=CN(C(=O)N=C1N)C2C(C(C(O2)CO)O)O.Cl. Cell line: RPMI-8226. Synergy scores: CSS=9.40, Synergy_ZIP=-2.28, Synergy_Bliss=-5.92, Synergy_Loewe=-11.5, Synergy_HSA=-7.27. (5) Drug 1: CC1=C2C(C(=O)C3(C(CC4C(C3C(C(C2(C)C)(CC1OC(=O)C(C(C5=CC=CC=C5)NC(=O)OC(C)(C)C)O)O)OC(=O)C6=CC=CC=C6)(CO4)OC(=O)C)OC)C)OC. Drug 2: C1CCN(CC1)CCOC2=CC=C(C=C2)C(=O)C3=C(SC4=C3C=CC(=C4)O)C5=CC=C(C=C5)O. Cell line: EKVX. Synergy scores: CSS=43.7, Synergy_ZIP=1.05, Synergy_Bliss=1.83, Synergy_Loewe=-36.7, Synergy_HSA=1.78.